From a dataset of Full USPTO retrosynthesis dataset with 1.9M reactions from patents (1976-2016). Predict the reactants needed to synthesize the given product. (1) Given the product [C:65]([O:69][C:70](=[O:78])[C:71]1[CH:72]=[CH:73][C:74]([NH:77][C:28]([C@H:9]2[C@H:8]([C:4]3[CH:5]=[CH:6][CH:7]=[C:2]([Cl:1])[C:3]=3[F:31])[C@:12]([C:15]3[CH:20]=[CH:19][C:18]([Cl:21])=[CH:17][C:16]=3[F:22])([C:13]#[N:14])[C@H:11]([CH2:23][C:24]([CH3:25])([CH3:27])[CH3:26])[NH:10]2)=[O:29])=[CH:75][CH:76]=1)([CH3:68])([CH3:66])[CH3:67], predict the reactants needed to synthesize it. The reactants are: [Cl:1][C:2]1[C:3]([F:31])=[C:4]([CH:8]2[C:12]([C:15]3[CH:20]=[CH:19][C:18]([Cl:21])=[CH:17][C:16]=3[F:22])([C:13]#[N:14])[CH:11]([CH2:23][C:24]([CH3:27])([CH3:26])[CH3:25])[NH:10][CH:9]2[C:28](O)=[O:29])[CH:5]=[CH:6][CH:7]=1.CN(C(ON1N=NC2C=CC=NC1=2)=[N+](C)C)C.F[P-](F)(F)(F)(F)F.CCN(C(C)C)C(C)C.[C:65]([O:69][C:70](=[O:78])[C:71]1[CH:76]=[CH:75][C:74]([NH2:77])=[CH:73][CH:72]=1)([CH3:68])([CH3:67])[CH3:66]. (2) Given the product [F:45][C:44]([F:47])([F:46])[C:42]([OH:48])=[O:43].[CH3:16][N:15]([CH3:17])[C:13]1[N:12]=[C:11]([CH3:18])[N:10]=[C:9]([NH:8][C@@H:5]2[CH2:4][CH2:3][C@H:2]([NH:1][C:30](=[O:31])[C:29]3[CH:33]=[C:34]([C:36]([F:37])([F:38])[F:39])[CH:35]=[C:27]([C:26]([F:25])([F:40])[F:41])[CH:28]=3)[CH2:7][CH2:6]2)[CH:14]=1, predict the reactants needed to synthesize it. The reactants are: [NH2:1][C@@H:2]1[CH2:7][CH2:6][C@H:5]([NH:8][C:9]2[CH:14]=[C:13]([N:15]([CH3:17])[CH3:16])[N:12]=[C:11]([CH3:18])[N:10]=2)[CH2:4][CH2:3]1.N1C=CC=CC=1.[F:25][C:26]([F:41])([F:40])[C:27]1[CH:28]=[C:29]([CH:33]=[C:34]([C:36]([F:39])([F:38])[F:37])[CH:35]=1)[C:30](Cl)=[O:31].[C:42]([OH:48])([C:44]([F:47])([F:46])[F:45])=[O:43]. (3) The reactants are: [NH2:1][CH2:2][C:3]1[C:4]([F:15])=[C:5]([C:11]([Cl:14])=[CH:12][CH:13]=1)[C:6]([O:8][CH2:9][CH3:10])=[O:7].[C:16](Cl)(=[O:21])[C:17]([CH3:20])([CH3:19])[CH3:18]. Given the product [Cl:14][C:11]1[C:5]([C:6]([O:8][CH2:9][CH3:10])=[O:7])=[C:4]([F:15])[C:3]([CH2:2][NH:1][C:16](=[O:21])[C:17]([CH3:20])([CH3:19])[CH3:18])=[CH:13][CH:12]=1, predict the reactants needed to synthesize it. (4) Given the product [Br:12][C:13]1[CH:14]=[C:15]([N+:20]([O-:22])=[O:21])[C:16]([CH:4]([C:5]([O:7][CH2:23][CH3:24])=[O:6])[C:3]([O:9][CH2:10][CH3:11])=[O:8])=[N:17][CH:18]=1, predict the reactants needed to synthesize it. The reactants are: [H-].[Na+].[C:3]([O:9][CH2:10][CH3:11])(=[O:8])[CH2:4][C:5]([O-:7])=[O:6].[Br:12][C:13]1[CH:14]=[C:15]([N+:20]([O-:22])=[O:21])[C:16](Cl)=[N:17][CH:18]=1.[CH3:23][C:24](O)=O. (5) Given the product [CH3:15][NH:14][C:12](=[O:13])[C@H:11]([N:16]1[CH:20]=[CH:19][C:18]([C:21]2[CH:26]=[CH:25][C:24]([C:27]3[CH:28]=[CH:29][N:30]=[CH:31][CH:32]=3)=[CH:23][CH:22]=2)=[CH:17]1)[CH2:10][C:9]([OH:33])=[O:8], predict the reactants needed to synthesize it. The reactants are: C([O:8][C:9](=[O:33])[CH2:10][C@@H:11]([N:16]1[CH:20]=[CH:19][C:18]([C:21]2[CH:26]=[CH:25][C:24]([C:27]3[CH:32]=[CH:31][N:30]=[CH:29][CH:28]=3)=[CH:23][CH:22]=2)=[CH:17]1)[C:12]([NH:14][CH3:15])=[O:13])C1C=CC=CC=1. (6) Given the product [NH2:1][C:2]1[C:3]2[C:29]([C:30]3[S:32][C:36]([CH3:40])=[C:37]([CH3:38])[N:31]=3)([CH3:33])[C:28](=[O:34])[NH:27][C:4]=2[N:5]=[C:6]([C:8]2[C:16]3[C:11](=[CH:12][C:13]([Cl:17])=[CH:14][CH:15]=3)[N:10]([CH2:18][CH2:19][C:20]([F:26])([F:25])[C:21]([F:24])([F:22])[F:23])[N:9]=2)[N:7]=1, predict the reactants needed to synthesize it. The reactants are: [NH2:1][C:2]1[C:3]2[C:29]([CH3:33])([C:30](=[S:32])[NH2:31])[C:28](=[O:34])[NH:27][C:4]=2[N:5]=[C:6]([C:8]2[C:16]3[C:11](=[CH:12][C:13]([Cl:17])=[CH:14][CH:15]=3)[N:10]([CH2:18][CH2:19][C:20]([F:26])([F:25])[C:21]([F:24])([F:23])[F:22])[N:9]=2)[N:7]=1.Br[CH:36]([CH3:40])[C:37](=O)[CH3:38].